From a dataset of Peptide-MHC class I binding affinity with 185,985 pairs from IEDB/IMGT. Regression. Given a peptide amino acid sequence and an MHC pseudo amino acid sequence, predict their binding affinity value. This is MHC class I binding data. The peptide sequence is KAAFDLSHFL. The MHC is HLA-B58:01 with pseudo-sequence HLA-B58:01. The binding affinity (normalized) is 0.455.